This data is from Forward reaction prediction with 1.9M reactions from USPTO patents (1976-2016). The task is: Predict the product of the given reaction. (1) Given the reactants [I:1][C:2]1[NH:6][N:5]=[C:4]([CH3:7])[C:3]=1[C:8]([O:10][CH2:11][CH3:12])=[O:9].[O:13]1[CH:18]=[CH:17][CH2:16][CH2:15][CH2:14]1.C1(C)C(S(O)(=O)=O)=CC=CC=1.C(=O)(O)[O-].[Na+], predict the reaction product. The product is: [I:1][C:2]1[N:6]([CH:14]2[CH2:15][CH2:16][CH2:17][CH2:18][O:13]2)[N:5]=[C:4]([CH3:7])[C:3]=1[C:8]([O:10][CH2:11][CH3:12])=[O:9]. (2) Given the reactants [Cl:1][C:2]1[CH:7]=[C:6]([Cl:8])[CH:5]=[CH:4][C:3]=1[C:9]1[N:10]=[C:11](/[CH:16]=[CH:17]/[C:18]2[CH:23]=[CH:22][C:21]([C:24]3[CH:29]=[CH:28][C:27]([OH:30])=[CH:26][CH:25]=3)=[CH:20][CH:19]=2)[N:12]([CH2:14][CH3:15])[CH:13]=1.Br[C:32]1[S:36][C:35]([C:37]([O:39]C)=[O:38])=[CH:34][CH:33]=1, predict the reaction product. The product is: [Cl:1][C:2]1[CH:7]=[C:6]([Cl:8])[CH:5]=[CH:4][C:3]=1[C:9]1[N:10]=[C:11](/[CH:16]=[CH:17]/[C:18]2[CH:23]=[CH:22][C:21]([C:24]3[CH:25]=[CH:26][C:27]([O:30][C:32]4[S:36][C:35]([C:37]([OH:39])=[O:38])=[CH:34][CH:33]=4)=[CH:28][CH:29]=3)=[CH:20][CH:19]=2)[N:12]([CH2:14][CH3:15])[CH:13]=1. (3) Given the reactants CO[C:3](=[O:16])[C:4]1[CH:9]=[CH:8][C:7]([N:10]2[CH2:14][CH2:13][O:12][C:11]2=[O:15])=[N:6][CH:5]=1.Cl.[CH3:18][C:19]1[C:20]([N:27]2[CH2:32][CH2:31][NH:30][CH2:29][CH2:28]2)=[N:21][C:22]([CH3:26])=[C:23]([CH3:25])[CH:24]=1, predict the reaction product. The product is: [CH3:18][C:19]1[C:20]([N:27]2[CH2:28][CH2:29][N:30]([C:3]([C:4]3[CH:9]=[CH:8][C:7]([N:10]4[CH2:14][CH2:13][O:12][C:11]4=[O:15])=[N:6][CH:5]=3)=[O:16])[CH2:31][CH2:32]2)=[N:21][C:22]([CH3:26])=[C:23]([CH3:25])[CH:24]=1. (4) Given the reactants [NH:1]1[C:5]2[CH:6]=[CH:7][CH:8]=[CH:9][C:4]=2[N:3]=[C:2]1[CH2:10][NH:11][CH2:12][CH:13]([O:16][CH3:17])[O:14][CH3:15].[F:18][C:19]1[CH:34]=[C:33]([F:35])[CH:32]=[C:31]([F:36])[C:20]=1[C:21]([C:23]1[CH:24]=[C:25]([C:28](O)=[O:29])[NH:26][CH:27]=1)=[O:22].C(Cl)CCl.C1C=CC2N(O)N=NC=2C=1, predict the reaction product. The product is: [NH:1]1[C:5]2[CH:6]=[CH:7][CH:8]=[CH:9][C:4]=2[N:3]=[C:2]1[CH2:10][N:11]([CH2:12][CH:13]([O:14][CH3:15])[O:16][CH3:17])[C:28]([C:25]1[NH:26][CH:27]=[C:23]([C:21](=[O:22])[C:20]2[C:19]([F:18])=[CH:34][C:33]([F:35])=[CH:32][C:31]=2[F:36])[CH:24]=1)=[O:29]. (5) Given the reactants C(O[C@H:5]1[C@H:10]([N:11]=[C:12]=[S:13])[C@@H:9]([O:14][C:15](=[O:17])[CH3:16])[C@H:8]([O:18][C:19](=[O:21])[CH3:20])[C@@H:7]([CH2:22][O:23][C:24](=[O:26])[CH3:25])[O:6]1)(=O)C.[CH2:27]([O:34][CH2:35][CH2:36][NH2:37])[C:28]1[CH:33]=[CH:32][CH:31]=[CH:30][CH:29]=1.FC(F)(F)C(O)=O.C([O-])(O)=O.[Na+], predict the reaction product. The product is: [C:19]([O:18][C@@H:8]1[C@@H:7]([CH2:22][O:23][C:24](=[O:26])[CH3:25])[O:6][C@H:5]2[C@H:10]([N:11]=[C:12]([NH:37][CH2:36][CH2:35][O:34][CH2:27][C:28]3[CH:33]=[CH:32][CH:31]=[CH:30][CH:29]=3)[S:13]2)[C@H:9]1[O:14][C:15](=[O:17])[CH3:16])(=[O:21])[CH3:20]. (6) Given the reactants [C:1]([N:8]1[CH2:11][CH:10](I)[CH2:9]1)([O:3][C:4]([CH3:7])([CH3:6])[CH3:5])=[O:2].Br[C:14]1[CH:19]=[CH:18][C:17]([CH3:20])=[CH:16][N:15]=1, predict the reaction product. The product is: [CH3:20][C:17]1[CH:18]=[CH:19][C:14]([CH:10]2[CH2:11][N:8]([C:1]([O:3][C:4]([CH3:7])([CH3:6])[CH3:5])=[O:2])[CH2:9]2)=[N:15][CH:16]=1. (7) Given the reactants S(Cl)([Cl:3])=O.[Cl:5][C:6]1[CH:11]=[CH:10][C:9]([C:12]2[CH:13]=[CH:14][C:15]([C:18]#[C:19][C:20]3[CH:30]=[CH:29][C:23]4[S:24][C:25]([CH2:27]O)=[CH:26][C:22]=4[CH:21]=3)=[N:16][CH:17]=2)=[CH:8][CH:7]=1, predict the reaction product. The product is: [Cl:3][CH2:27][C:25]1[S:24][C:23]2[CH:29]=[CH:30][C:20]([C:19]#[C:18][C:15]3[CH:14]=[CH:13][C:12]([C:9]4[CH:10]=[CH:11][C:6]([Cl:5])=[CH:7][CH:8]=4)=[CH:17][N:16]=3)=[CH:21][C:22]=2[CH:26]=1.